Dataset: NCI-60 drug combinations with 297,098 pairs across 59 cell lines. Task: Regression. Given two drug SMILES strings and cell line genomic features, predict the synergy score measuring deviation from expected non-interaction effect. (1) Drug 1: C1=C(C(=O)NC(=O)N1)N(CCCl)CCCl. Drug 2: CS(=O)(=O)CCNCC1=CC=C(O1)C2=CC3=C(C=C2)N=CN=C3NC4=CC(=C(C=C4)OCC5=CC(=CC=C5)F)Cl. Cell line: SF-539. Synergy scores: CSS=50.3, Synergy_ZIP=10.1, Synergy_Bliss=4.96, Synergy_Loewe=2.58, Synergy_HSA=3.89. (2) Drug 1: CC1=C(C=C(C=C1)NC2=NC=CC(=N2)N(C)C3=CC4=NN(C(=C4C=C3)C)C)S(=O)(=O)N.Cl. Drug 2: CS(=O)(=O)C1=CC(=C(C=C1)C(=O)NC2=CC(=C(C=C2)Cl)C3=CC=CC=N3)Cl. Cell line: UACC62. Synergy scores: CSS=9.34, Synergy_ZIP=-0.341, Synergy_Bliss=8.58, Synergy_Loewe=7.08, Synergy_HSA=7.42. (3) Drug 1: C1C(C(OC1N2C=C(C(=O)NC2=O)F)CO)O. Drug 2: C1=NC(=NC(=O)N1C2C(C(C(O2)CO)O)O)N. Cell line: SR. Synergy scores: CSS=91.6, Synergy_ZIP=0.456, Synergy_Bliss=-1.37, Synergy_Loewe=0.444, Synergy_HSA=3.20. (4) Drug 1: CCCCC(=O)OCC(=O)C1(CC(C2=C(C1)C(=C3C(=C2O)C(=O)C4=C(C3=O)C=CC=C4OC)O)OC5CC(C(C(O5)C)O)NC(=O)C(F)(F)F)O. Drug 2: C1CN1C2=NC(=NC(=N2)N3CC3)N4CC4. Cell line: ACHN. Synergy scores: CSS=54.8, Synergy_ZIP=8.67, Synergy_Bliss=12.4, Synergy_Loewe=-3.92, Synergy_HSA=4.93. (5) Drug 2: CN1C2=C(C=C(C=C2)N(CCCl)CCCl)N=C1CCCC(=O)O.Cl. Cell line: NCI-H522. Drug 1: CCN(CC)CCNC(=O)C1=C(NC(=C1C)C=C2C3=C(C=CC(=C3)F)NC2=O)C. Synergy scores: CSS=0.0150, Synergy_ZIP=1.09, Synergy_Bliss=1.68, Synergy_Loewe=-1.84, Synergy_HSA=-1.65. (6) Drug 1: C1=CN(C(=O)N=C1N)C2C(C(C(O2)CO)O)O.Cl. Drug 2: C1=NC(=NC(=O)N1C2C(C(C(O2)CO)O)O)N. Cell line: OVCAR-8. Synergy scores: CSS=38.0, Synergy_ZIP=-7.11, Synergy_Bliss=-7.62, Synergy_Loewe=-6.16, Synergy_HSA=-2.81. (7) Drug 1: CC(CN1CC(=O)NC(=O)C1)N2CC(=O)NC(=O)C2. Drug 2: C1CN(CCN1C(=O)CCBr)C(=O)CCBr. Cell line: M14. Synergy scores: CSS=17.0, Synergy_ZIP=-2.12, Synergy_Bliss=5.62, Synergy_Loewe=0.914, Synergy_HSA=1.68.